Dataset: Full USPTO retrosynthesis dataset with 1.9M reactions from patents (1976-2016). Task: Predict the reactants needed to synthesize the given product. (1) Given the product [CH:1]1[C:14]2[C:5](=[CH:6][C:7]3[C:12]([C:13]=2[C:19]2[CH:20]=[C:21]4[C:30](=[CH:31][CH:32]=2)[C:29]([C:33]([OH:35])=[O:34])=[CH:28][C:27]2[CH:26]=[CH:25][CH:24]=[CH:23][C:22]4=2)=[CH:11][CH:10]=[CH:9][CH:8]=3)[CH:4]=[CH:3][CH:2]=1, predict the reactants needed to synthesize it. The reactants are: [CH:1]1[C:14]2[C:5](=[CH:6][C:7]3[C:12]([C:13]=2B(O)O)=[CH:11][CH:10]=[CH:9][CH:8]=3)[CH:4]=[CH:3][CH:2]=1.Br[C:19]1[CH:20]=[C:21]2[C:30](=[CH:31][CH:32]=1)[C:29]([C:33]([OH:35])=[O:34])=[CH:28][C:27]1[CH:26]=[CH:25][CH:24]=[CH:23][C:22]2=1.C([O-])([O-])=O.[Na+].[Na+].N#N. (2) The reactants are: [NH3:1].[CH2:2]([O:4][C:5]([C:7]1[C:8]2[S:16][CH:15]=[C:14]([CH2:17][O:18][C:19]3[CH:24]=[CH:23][CH:22]=[C:21]([S:25][CH2:26][C:27]4[CH:32]=[CH:31][CH:30]=[CH:29][CH:28]=4)[CH:20]=3)[C:9]=2[C:10](Cl)=[N:11][CH:12]=1)=[O:6])[CH3:3]. Given the product [CH2:2]([O:4][C:5]([C:7]1[C:8]2[S:16][CH:15]=[C:14]([CH2:17][O:18][C:19]3[CH:24]=[CH:23][CH:22]=[C:21]([S:25][CH2:26][C:27]4[CH:32]=[CH:31][CH:30]=[CH:29][CH:28]=4)[CH:20]=3)[C:9]=2[C:10]([NH2:1])=[N:11][CH:12]=1)=[O:6])[CH3:3], predict the reactants needed to synthesize it. (3) Given the product [Cl:1][C:2]1[CH:3]=[C:4]([C:12]2([C:32]([F:34])([F:33])[F:35])[O:16][N:15]=[C:14]([C:17]3[CH:27]=[CH:26][C:20]([C:21]([OH:23])=[O:22])=[C:19]([C:28]([F:30])([F:31])[F:29])[CH:18]=3)[CH2:13]2)[CH:5]=[C:6]([C:8]([F:11])([F:10])[F:9])[CH:7]=1, predict the reactants needed to synthesize it. The reactants are: [Cl:1][C:2]1[CH:3]=[C:4]([C:12]2([C:32]([F:35])([F:34])[F:33])[O:16][N:15]=[C:14]([C:17]3[CH:27]=[CH:26][C:20]([C:21]([O:23]CC)=[O:22])=[C:19]([C:28]([F:31])([F:30])[F:29])[CH:18]=3)[CH2:13]2)[CH:5]=[C:6]([C:8]([F:11])([F:10])[F:9])[CH:7]=1.O.[Li+].[OH-]. (4) Given the product [Br:1][C:2]1[CH:7]=[C:6]([N+:8]([O-:10])=[O:9])[CH:5]=[C:4]([O:11][CH2:13][CH2:14][O:15][CH2:16][CH2:17][O:18][CH2:19][CH2:20][O:21][CH3:22])[CH:3]=1, predict the reactants needed to synthesize it. The reactants are: [Br:1][C:2]1[CH:3]=[C:4]([OH:11])[CH:5]=[C:6]([N+:8]([O-:10])=[O:9])[CH:7]=1.Br[CH2:13][CH2:14][O:15][CH2:16][CH2:17][O:18][CH2:19][CH2:20][O:21][CH3:22].[I-].[Na+].C([O-])([O-])=O.[K+].[K+]. (5) Given the product [F:27][C:26]([F:28])([F:29])[C:23]1[CH:24]=[CH:25][C:20]([NH:19][C:2]2[C:11]3[C:6](=[CH:7][CH:8]=[CH:9][CH:10]=3)[C:5]([CH2:12][C:13]3[CH:18]=[CH:17][N:16]=[CH:15][CH:14]=3)=[N:4][N:3]=2)=[CH:21][CH:22]=1, predict the reactants needed to synthesize it. The reactants are: Cl[C:2]1[C:11]2[C:6](=[CH:7][CH:8]=[CH:9][CH:10]=2)[C:5]([CH2:12][C:13]2[CH:18]=[CH:17][N:16]=[CH:15][CH:14]=2)=[N:4][N:3]=1.[NH2:19][C:20]1[CH:25]=[CH:24][C:23]([C:26]([F:29])([F:28])[F:27])=[CH:22][CH:21]=1.C([O-])(=O)C.C(=O)([O-])[O-].[K+].[K+].